Task: Predict the reaction yield, written as a fraction of the theoretical maximum amount of product (1.0 means a 100% yield; for example, 0.34 means a 34% yield).. Dataset: Reaction yield outcomes from USPTO patents with 853,638 reactions (1) The reactants are [OH:1][C@@H:2]1[C@@H:6]([CH2:7][S:8][C:9]2[CH:14]=[N:13][CH:12]=[CH:11][N:10]=2)[CH2:5][N:4]([C:15](OC(C)(C)C)=O)[CH2:3]1.CO.Cl.C=O.[CH:27]1[N:28]=[C:29]2[CH2:36][CH:35]=[N:34][C:30]2=[C:31]([NH2:33])[N:32]=1. No catalyst specified. The product is [NH2:33][C:31]1[C:30]2[NH:34][CH:35]=[C:36]([CH2:15][N:4]3[CH2:5][C@H:6]([CH2:7][S:8][C:9]4[CH:14]=[N:13][CH:12]=[CH:11][N:10]=4)[C@@H:2]([OH:1])[CH2:3]3)[C:29]=2[N:28]=[CH:27][N:32]=1. The yield is 0.300. (2) The reactants are [CH2:1]([O:8][C:9]([NH:11][CH:12]1[CH2:14][C:13]1([OH:20])[C:15]([O:17]CC)=[O:16])=[O:10])[C:2]1[CH:7]=[CH:6][CH:5]=[CH:4][CH:3]=1.C([O-])([O-])=O.[K+].[K+]. The catalyst is C1COCC1.O. The product is [CH2:1]([O:8][C:9]([NH:11][CH:12]1[CH2:14][C:13]1([OH:20])[C:15]([OH:17])=[O:16])=[O:10])[C:2]1[CH:7]=[CH:6][CH:5]=[CH:4][CH:3]=1. The yield is 0.690. (3) The reactants are Cl.[F:2][C:3]1[CH:25]=[CH:24][C:6]([C:7]([NH:9][C:10]2[CH:15]=[CH:14][CH:13]=[C:12]([O:16][CH:17]3[CH2:22][CH2:21][N:20](C)[CH2:19][CH2:18]3)[N:11]=2)=[O:8])=[CH:5][CH:4]=1.[Cl:26]CCCl.ClC(OC(Cl)C)=O.[Cl-].[NH4+]. The catalyst is CO. The product is [ClH:26].[F:2][C:3]1[CH:4]=[CH:5][C:6]([C:7]([NH:9][C:10]2[CH:15]=[CH:14][CH:13]=[C:12]([O:16][CH:17]3[CH2:18][CH2:19][NH:20][CH2:21][CH2:22]3)[N:11]=2)=[O:8])=[CH:24][CH:25]=1. The yield is 0.290. (4) The reactants are [Cl:1][C:2]1[CH:3]=[C:4]([CH:8]2[C:12]([C:15]3[CH:20]=[CH:19][C:18]([Cl:21])=[CH:17][CH:16]=3)([C:13]#[N:14])[CH:11]([CH2:22][C:23]([CH3:26])([CH3:25])[CH3:24])[NH:10][CH:9]2[C:27]([OH:29])=O)[CH:5]=[CH:6][CH:7]=1.[NH2:30][C:31]1[CH:35]=[CH:34][N:33]([CH2:36][C:37]([CH3:40])([OH:39])[CH3:38])[N:32]=1.CN(C(ON1N=NC2C=CC=NC1=2)=[N+](C)C)C.F[P-](F)(F)(F)(F)F.CCN(C(C)C)C(C)C. The catalyst is C(Cl)Cl. The product is [OH:39][C:37]([CH3:40])([CH3:38])[CH2:36][N:33]1[CH:34]=[CH:35][C:31]([NH:30][C:27]([CH:9]2[CH:8]([C:4]3[CH:5]=[CH:6][CH:7]=[C:2]([Cl:1])[CH:3]=3)[C:12]([C:15]3[CH:16]=[CH:17][C:18]([Cl:21])=[CH:19][CH:20]=3)([C:13]#[N:14])[CH:11]([CH2:22][C:23]([CH3:25])([CH3:24])[CH3:26])[NH:10]2)=[O:29])=[N:32]1. The yield is 0.476. (5) The reactants are [OH:1][C:2]1[N:10]=[CH:9][CH:8]=[CH:7][C:3]=1[C:4](O)=[O:5].B.C1COCC1.CO. The catalyst is C1COCC1. The product is [OH:5][CH2:4][C:3]1[C:2]([OH:1])=[N:10][CH:9]=[CH:8][CH:7]=1. The yield is 0.290. (6) The reactants are [Cl:1][C:2]1[CH:11]=[C:10]([OH:12])[C:9]([N+:13]([O-:15])=[O:14])=[CH:8][C:3]=1[C:4]([O:6][CH3:7])=[O:5].C(=O)([O-])[O-].[K+].[K+].[CH3:22][C:23](=O)CC. No catalyst specified. The product is [Cl:1][C:2]1[CH:11]=[C:10]([O:12][CH2:22][CH3:23])[C:9]([N+:13]([O-:15])=[O:14])=[CH:8][C:3]=1[C:4]([O:6][CH3:7])=[O:5]. The yield is 0.480.